This data is from Peptide-MHC class II binding affinity with 134,281 pairs from IEDB. The task is: Regression. Given a peptide amino acid sequence and an MHC pseudo amino acid sequence, predict their binding affinity value. This is MHC class II binding data. (1) The peptide sequence is WDTRITEADLDDEQE. The MHC is DRB1_0404 with pseudo-sequence DRB1_0404. The binding affinity (normalized) is 0. (2) The peptide sequence is VLSYVIGLLPPDMVV. The MHC is H-2-IAb with pseudo-sequence H-2-IAb. The binding affinity (normalized) is 0.228. (3) The peptide sequence is AVQVTFTVQKGSDPKKLVLNIKYTRPGDSL. The MHC is HLA-DQA10101-DQB10501 with pseudo-sequence HLA-DQA10101-DQB10501. The binding affinity (normalized) is 0. (4) The peptide sequence is SGLFQFFVFLALAGR. The MHC is DRB1_0101 with pseudo-sequence DRB1_0101. The binding affinity (normalized) is 0.571. (5) The binding affinity (normalized) is 0. The MHC is HLA-DQA10501-DQB10402 with pseudo-sequence HLA-DQA10501-DQB10402. The peptide sequence is ALYEKKLALYLLLAL.